From a dataset of Full USPTO retrosynthesis dataset with 1.9M reactions from patents (1976-2016). Predict the reactants needed to synthesize the given product. (1) The reactants are: [Br:1][C:2]1[CH:3]=[N:4][C:5]2[N:6]([N:8]=[C:9]([C:11]([OH:13])=O)[CH:10]=2)[CH:7]=1.[F:14][C:15]1[N:20]=[CH:19][C:18]([C:21]2[N:25]3[CH2:26][CH2:27][NH:28][CH2:29][C:24]3=[N:23][N:22]=2)=[CH:17][CH:16]=1. Given the product [Br:1][C:2]1[CH:3]=[N:4][C:5]2[N:6]([N:8]=[C:9]([C:11]([N:28]3[CH2:27][CH2:26][N:25]4[C:21]([C:18]5[CH:19]=[N:20][C:15]([F:14])=[CH:16][CH:17]=5)=[N:22][N:23]=[C:24]4[CH2:29]3)=[O:13])[CH:10]=2)[CH:7]=1, predict the reactants needed to synthesize it. (2) Given the product [Br:9][C:10]1[CH:15]=[CH:14][C:13]([I:18])=[C:7]([CH:11]=1)[CH:6]=[O:5], predict the reactants needed to synthesize it. The reactants are: C[N+]1([O-])[CH2:7][CH2:6][O:5]CC1.[Br:9][C:10]1[CH:11]=C[C:13]([I:18])=[C:14](CBr)[CH:15]=1.